Dataset: Forward reaction prediction with 1.9M reactions from USPTO patents (1976-2016). Task: Predict the product of the given reaction. Given the reactants C[C:2](=[O:6])[CH2:3][CH2:4]C.[F:7][C:8]([F:58])([F:57])[C:9]([O:18][CH2:19][C:20]([CH2:42][O:43][C:44]([C:53]([F:56])([F:55])[F:54])([C:49]([F:52])([F:51])[F:50])[C:45]([F:48])([F:47])[F:46])([CH2:27][O:28][C:29]([C:38]([F:41])([F:40])[F:39])([C:34]([F:37])([F:36])[F:35])[C:30]([F:33])([F:32])[F:31])[CH2:21][O:22][CH2:23][CH2:24][CH2:25][SH:26])([C:14]([F:17])([F:16])[F:15])[C:10]([F:13])([F:12])[F:11].[C:59]([O-:62])([O-])=O.[Cs+].[Cs+].Br[CH2:66][C:67]([CH2:82]Br)([CH2:80]Br)[CH2:68][O:69][CH2:70][CH2:71][O:72][CH2:73][C:74]1[CH:79]=[CH:78][CH:77]=[CH:76][CH:75]=1, predict the reaction product. The product is: [CH2:73]([O:72][CH2:71][CH2:70][O:69][CH2:68][C:67]([CH2:82][S:26][CH2:25][CH2:24][CH2:23][O:22][CH2:21][C:3]([CH2:4][O:62][C:59]([C:53]([F:56])([F:55])[F:54])([C:49]([F:52])([F:51])[F:50])[C:45]([F:48])([F:47])[F:46])([CH2:2][O:6][C:9]([C:10]([F:11])([F:12])[F:13])([C:8]([F:58])([F:57])[F:7])[C:14]([F:15])([F:16])[F:17])[CH2:27][O:28][C:29]([C:30]([F:31])([F:32])[F:33])([C:38]([F:41])([F:40])[F:39])[C:34]([F:37])([F:36])[F:35])([CH2:80][S:26][CH2:25][CH2:24][CH2:23][O:22][CH2:21][C:20]([CH2:27][O:28][C:29]([C:30]([F:33])([F:32])[F:31])([C:34]([F:35])([F:36])[F:37])[C:38]([F:41])([F:40])[F:39])([CH2:42][O:43][C:44]([C:45]([F:46])([F:47])[F:48])([C:49]([F:50])([F:51])[F:52])[C:53]([F:54])([F:55])[F:56])[CH2:19][O:18][C:9]([C:10]([F:13])([F:12])[F:11])([C:14]([F:17])([F:16])[F:15])[C:8]([F:57])([F:58])[F:7])[CH2:66][S:26][CH2:25][CH2:24][CH2:23][O:22][CH2:21][C:20]([CH2:27][O:28][C:29]([C:30]([F:33])([F:32])[F:31])([C:34]([F:35])([F:36])[F:37])[C:38]([F:41])([F:40])[F:39])([CH2:42][O:43][C:44]([C:45]([F:46])([F:47])[F:48])([C:49]([F:50])([F:51])[F:52])[C:53]([F:54])([F:55])[F:56])[CH2:19][O:18][C:9]([C:10]([F:13])([F:12])[F:11])([C:14]([F:17])([F:16])[F:15])[C:8]([F:57])([F:58])[F:7])[C:74]1[CH:79]=[CH:78][CH:77]=[CH:76][CH:75]=1.